From a dataset of Forward reaction prediction with 1.9M reactions from USPTO patents (1976-2016). Predict the product of the given reaction. (1) Given the reactants C(OC([N:8]1[CH2:13][CH2:12][N:11]([C:14]2[NH:19][C:18](=[O:20])[C:17]3[N:21]([CH2:24][C:25]([O:27][CH2:28][CH3:29])=[O:26])[CH:22]=[N:23][C:16]=3[CH:15]=2)[CH2:10][CH2:9]1)=O)(C)(C)C.C(O)(C(F)(F)F)=O, predict the reaction product. The product is: [CH2:28]([O:27][C:25](=[O:26])[CH2:24][N:21]1[C:17]2[C:18](=[O:20])[NH:19][C:14]([N:11]3[CH2:10][CH2:9][NH:8][CH2:13][CH2:12]3)=[CH:15][C:16]=2[N:23]=[CH:22]1)[CH3:29]. (2) Given the reactants ClC(Cl)(O[C:5](=[O:11])OC(Cl)(Cl)Cl)Cl.[CH:13]1[CH:18]=[CH:17][C:16]([NH:19][C:20]2[CH:25]=[CH:24][C:23]([NH2:26])=[CH:22][CH:21]=2)=[CH:15][CH:14]=1.C(N(C(C)C)CC)(C)C.Cl.[N+:37]([C:40]1[CH:48]=[CH:47][C:43]([CH2:44][CH2:45][NH2:46])=[CH:42][CH:41]=1)([O-:39])=[O:38], predict the reaction product. The product is: [N+:37]([C:40]1[CH:41]=[CH:42][C:43]([CH2:44][CH2:45][NH:46][C:5]([NH:26][C:23]2[CH:24]=[CH:25][C:20]([NH:19][C:16]3[CH:15]=[CH:14][CH:13]=[CH:18][CH:17]=3)=[CH:21][CH:22]=2)=[O:11])=[CH:47][CH:48]=1)([O-:39])=[O:38]. (3) Given the reactants Cl[C:2]([C:4]1[CH:5]=[C:6]([C:14]2[CH:19]=[CH:18][C:17]([C:20]([F:23])([F:22])[F:21])=[CH:16][CH:15]=2)[CH:7]=[CH:8][C:9]=1[O:10]C(=O)C)=[O:3].Cl.[CH3:25][S:26]([C:29]1[CH:34]=[CH:33][C:32]([C:35]2[CH:40]=[CH:39][C:38]([CH2:41][C@@H:42]([NH2:49])[C:43]3[O:47][N:46]=[C:45]([CH3:48])[N:44]=3)=[CH:37][CH:36]=2)=[CH:31][CH:30]=1)(=[O:28])=[O:27].CCN(C(C)C)C(C)C, predict the reaction product. The product is: [CH3:25][S:26]([C:29]1[CH:34]=[CH:33][C:32]([C:35]2[CH:40]=[CH:39][C:38]([CH2:41][C@@H:42]([NH:49][C:9]([C:4]3[CH:5]=[C:6]([C:14]4[CH:15]=[CH:16][C:17]([C:20]([F:21])([F:22])[F:23])=[CH:18][CH:19]=4)[CH:7]=[CH:8][C:2]=3[OH:3])=[O:10])[C:43]3[O:47][N:46]=[C:45]([CH3:48])[N:44]=3)=[CH:37][CH:36]=2)=[CH:31][CH:30]=1)(=[O:28])=[O:27]. (4) Given the reactants [F:1][C:2]1[CH:7]=[C:6](I)[CH:5]=[CH:4][C:3]=1[CH3:9].[CH2:10]([NH2:13])[CH2:11][NH2:12].[OH-].[K+], predict the reaction product. The product is: [F:1][C:2]1[CH:7]=[C:6]([NH:12][CH2:11][CH2:10][NH2:13])[CH:5]=[CH:4][C:3]=1[CH3:9]. (5) Given the reactants [C:1]([C:5]1[N:10]=[C:9]2[N:11](CC3C=CC(OC)=CC=3)[N:12]=[CH:13][C:8]2=[C:7]([N:23]2[CH2:27][CH2:26][C:25]([F:29])([F:28])[CH2:24]2)[N:6]=1)([CH3:4])([CH3:3])[CH3:2].C(O)(C(F)(F)F)=O.CS(O)(=O)=O.[OH-].[Na+], predict the reaction product. The product is: [C:1]([C:5]1[N:10]=[C:9]2[NH:11][N:12]=[CH:13][C:8]2=[C:7]([N:23]2[CH2:27][CH2:26][C:25]([F:28])([F:29])[CH2:24]2)[N:6]=1)([CH3:4])([CH3:2])[CH3:3]. (6) Given the reactants [H-].[Na+].[I-].[CH3:4][S+](C)(C)=O.[C:9]([O:13][C:14](=[O:27])/[CH:15]=[CH:16]/[C:17]1[CH:18]=[C:19]([CH:24]=[CH:25][CH:26]=1)[C:20]([O:22][CH3:23])=[O:21])([CH3:12])([CH3:11])[CH3:10].[Cl-].[NH4+], predict the reaction product. The product is: [C:9]([O:13][C:14]([C@@H:15]1[CH2:4][C@H:16]1[C:17]1[CH:18]=[C:19]([CH:24]=[CH:25][CH:26]=1)[C:20]([O:22][CH3:23])=[O:21])=[O:27])([CH3:12])([CH3:10])[CH3:11].